From a dataset of Merck oncology drug combination screen with 23,052 pairs across 39 cell lines. Regression. Given two drug SMILES strings and cell line genomic features, predict the synergy score measuring deviation from expected non-interaction effect. (1) Drug 1: CS(=O)(=O)CCNCc1ccc(-c2ccc3ncnc(Nc4ccc(OCc5cccc(F)c5)c(Cl)c4)c3c2)o1. Drug 2: Cc1nc(Nc2ncc(C(=O)Nc3c(C)cccc3Cl)s2)cc(N2CCN(CCO)CC2)n1. Cell line: LOVO. Synergy scores: synergy=56.4. (2) Drug 1: Nc1ccn(C2OC(CO)C(O)C2(F)F)c(=O)n1. Drug 2: CCN(CC)CCNC(=O)c1c(C)[nH]c(C=C2C(=O)Nc3ccc(F)cc32)c1C. Cell line: HT29. Synergy scores: synergy=0.769. (3) Drug 1: O=S1(=O)NC2(CN1CC(F)(F)F)C1CCC2Cc2cc(C=CCN3CCC(C(F)(F)F)CC3)ccc2C1. Drug 2: NC1CCCCC1N.O=C(O)C(=O)O.[Pt+2]. Cell line: LOVO. Synergy scores: synergy=-24.2. (4) Drug 1: CCC1=CC2CN(C1)Cc1c([nH]c3ccccc13)C(C(=O)OC)(c1cc3c(cc1OC)N(C)C1C(O)(C(=O)OC)C(OC(C)=O)C4(CC)C=CCN5CCC31C54)C2. Drug 2: O=C(NOCC(O)CO)c1ccc(F)c(F)c1Nc1ccc(I)cc1F. Cell line: UWB1289BRCA1. Synergy scores: synergy=-5.55. (5) Drug 1: O=P1(N(CCCl)CCCl)NCCCO1. Drug 2: CC1(c2nc3c(C(N)=O)cccc3[nH]2)CCCN1. Cell line: EFM192B. Synergy scores: synergy=8.64. (6) Drug 1: CCC1(O)CC2CN(CCc3c([nH]c4ccccc34)C(C(=O)OC)(c3cc4c(cc3OC)N(C)C3C(O)(C(=O)OC)C(OC(C)=O)C5(CC)C=CCN6CCC43C65)C2)C1. Drug 2: O=C(O)C1(Cc2cccc(Nc3nccs3)n2)CCC(Oc2cccc(Cl)c2F)CC1. Cell line: OV90. Synergy scores: synergy=16.4. (7) Drug 1: CS(=O)(=O)CCNCc1ccc(-c2ccc3ncnc(Nc4ccc(OCc5cccc(F)c5)c(Cl)c4)c3c2)o1. Drug 2: CNC(=O)c1cc(Oc2ccc(NC(=O)Nc3ccc(Cl)c(C(F)(F)F)c3)cc2)ccn1. Cell line: SKMES1. Synergy scores: synergy=-2.19.